Dataset: Reaction yield outcomes from USPTO patents with 853,638 reactions. Task: Predict the reaction yield, written as a fraction of the theoretical maximum amount of product (1.0 means a 100% yield; for example, 0.34 means a 34% yield). The reactants are [NH2:1][C:2]1[CH:10]=[C:9]2[C:5]([CH:6]=[N:7][NH:8]2)=[CH:4][C:3]=1[O:11][C:12]1[CH:17]=[CH:16][C:15]([NH:18][C:19]([C:21]2[C:22](=[O:34])[N:23]([C:28]3[CH:33]=[CH:32][CH:31]=[CH:30][CH:29]=3)[C:24]([CH3:27])=[CH:25][CH:26]=2)=[O:20])=[CH:14][C:13]=1[F:35].[CH3:36][S:37]([OH:40])(=[O:39])=[O:38]. The catalyst is CC(C)=O. The product is [CH3:36][S:37]([OH:40])(=[O:39])=[O:38].[NH2:1][C:2]1[CH:10]=[C:9]2[C:5]([CH:6]=[N:7][NH:8]2)=[CH:4][C:3]=1[O:11][C:12]1[CH:17]=[CH:16][C:15]([NH:18][C:19]([C:21]2[C:22](=[O:34])[N:23]([C:28]3[CH:29]=[CH:30][CH:31]=[CH:32][CH:33]=3)[C:24]([CH3:27])=[CH:25][CH:26]=2)=[O:20])=[CH:14][C:13]=1[F:35]. The yield is 0.925.